From a dataset of Reaction yield outcomes from USPTO patents with 853,638 reactions. Predict the reaction yield, written as a fraction of the theoretical maximum amount of product (1.0 means a 100% yield; for example, 0.34 means a 34% yield). (1) The reactants are Br[C:2]1[CH:3]=[C:4]([C:8]2[N:13]=[C:12]3[N:14]([CH3:17])[N:15]=[CH:16][C:11]3=[C:10]([C:18]([O:20][CH2:21][CH3:22])=[O:19])[N:9]=2)[CH:5]=[CH:6][CH:7]=1.[C:23]([C@:25]1([OH:32])[CH2:29][CH2:28][N:27]([CH3:30])[C:26]1=[O:31])#[CH:24]. No catalyst specified. The product is [OH:32][C@@:25]1([C:23]#[C:24][C:2]2[CH:3]=[C:4]([C:8]3[N:13]=[C:12]4[N:14]([CH3:17])[N:15]=[CH:16][C:11]4=[C:10]([C:18]([O:20][CH2:21][CH3:22])=[O:19])[N:9]=3)[CH:5]=[CH:6][CH:7]=2)[CH2:29][CH2:28][N:27]([CH3:30])[C:26]1=[O:31]. The yield is 0.920. (2) The reactants are [NH2:1][C:2]1[N:7]=[CH:6][N:5]=[C:4]2[N:8]([CH2:19][C:20]3[O:21][C:22]4[C:27]([C:28](=[O:37])[C:29]=3[C:30]3[CH:35]=[CH:34][CH:33]=[C:32]([F:36])[CH:31]=3)=[CH:26][CH:25]=[CH:24][CH:23]=4)[N:9]=[C:10]([C:11]3[CH:16]=[CH:15][CH:14]=[C:13]([O:17]C)[CH:12]=3)[C:3]=12. The catalyst is ClCCl.B(Br)(Br)Br. The product is [NH2:1][C:2]1[N:7]=[CH:6][N:5]=[C:4]2[N:8]([CH2:19][C:20]3[O:21][C:22]4[C:27]([C:28](=[O:37])[C:29]=3[C:30]3[CH:35]=[CH:34][CH:33]=[C:32]([F:36])[CH:31]=3)=[CH:26][CH:25]=[CH:24][CH:23]=4)[N:9]=[C:10]([C:11]3[CH:16]=[CH:15][CH:14]=[C:13]([OH:17])[CH:12]=3)[C:3]=12. The yield is 0.360. (3) The reactants are [OH:1][C@H:2]([C@H:4]([CH2:9][CH2:10][CH:11]([CH3:13])[CH3:12])[C:5]([O:7][CH3:8])=[O:6])[CH3:3].CC1(C)[C@@H]2CC[C@@]1(CS(O)(=O)=O)C(=O)C2.ClC(Cl)(Cl)C(=N)O[CH2:33][C:34]1[CH:39]=[CH:38][C:37]([O:40][CH3:41])=[CH:36][CH:35]=1. The catalyst is C(Cl)Cl. The product is [CH3:41][O:40][C:37]1[CH:38]=[CH:39][C:34]([CH2:33][O:1][C@H:2]([C@H:4]([CH2:9][CH2:10][CH:11]([CH3:13])[CH3:12])[C:5]([O:7][CH3:8])=[O:6])[CH3:3])=[CH:35][CH:36]=1. The yield is 0.770. (4) The reactants are [CH3:1][O:2][C:3]([C:5]1[CH:6]=[C:7]([CH:17]=[CH:18][CH:19]=1)[O:8][CH2:9][C:10]([O:12]C(C)(C)C)=[O:11])=[O:4]. The catalyst is FC(F)(F)C(O)=O.C1(OC)C=CC=CC=1.ClCCl. The product is [CH3:1][O:2][C:3]([C:5]1[CH:6]=[C:7]([CH:17]=[CH:18][CH:19]=1)[O:8][CH2:9][C:10]([OH:12])=[O:11])=[O:4]. The yield is 0.860. (5) The reactants are [F:1][C:2]1[CH:10]=[CH:9][C:5]([C:6](Cl)=[O:7])=[CH:4][CH:3]=1.[C:11]([O:15][C:16](=[O:30])[NH:17][C@@H:18]1[C:24](=[O:25])[NH:23][C:22]2[CH:26]=[CH:27][CH:28]=[CH:29][C:21]=2[NH:20][CH2:19]1)([CH3:14])([CH3:13])[CH3:12].N1C=CC=CC=1. The catalyst is C(Cl)Cl.O. The product is [C:11]([O:15][C:16](=[O:30])[NH:17][C@H:18]1[CH2:19][N:20]([C:6](=[O:7])[C:5]2[CH:9]=[CH:10][C:2]([F:1])=[CH:3][CH:4]=2)[C:21]2[CH:29]=[CH:28][CH:27]=[CH:26][C:22]=2[NH:23][C:24]1=[O:25])([CH3:14])([CH3:12])[CH3:13]. The yield is 0.640. (6) The reactants are S(=O)(=O)(O)O.[CH3:6][C:7]1[C:8]([S:13][C:14]2[CH:15]=[C:16]([O:22][C:23]3[C:24]([CH3:29])=[N:25][CH:26]=[CH:27][CH:28]=3)[C:17]([C:20]#[N:21])=[N:18][CH:19]=2)=[N:9][CH:10]=[CH:11][CH:12]=1.[OH-:30].[Na+]. No catalyst specified. The product is [CH3:6][C:7]1[C:8]([S:13][C:14]2[CH:15]=[C:16]([O:22][C:23]3[C:24]([CH3:29])=[N:25][CH:26]=[CH:27][CH:28]=3)[C:17]([C:20]([NH2:21])=[O:30])=[N:18][CH:19]=2)=[N:9][CH:10]=[CH:11][CH:12]=1. The yield is 0.949. (7) The reactants are [CH:1]([N:4]1[CH2:9][CH2:8][CH:7]([C:10]([NH2:12])=O)[CH2:6][CH2:5]1)([CH3:3])[CH3:2].O.[OH-].[Na+]. The catalyst is C1COCC1. The product is [CH:1]([N:4]1[CH2:9][CH2:8][CH:7]([CH2:10][NH2:12])[CH2:6][CH2:5]1)([CH3:3])[CH3:2]. The yield is 0.280.